Dataset: Forward reaction prediction with 1.9M reactions from USPTO patents (1976-2016). Task: Predict the product of the given reaction. (1) The product is: [O:9]=[C:6]1[CH2:5][CH2:4][C:3]([CH2:2][O:1][S:23]([C:22]([F:35])([F:34])[F:21])(=[O:25])=[O:24])([C:10]([O:12][CH2:13][CH3:14])=[O:11])[CH2:8][CH2:7]1. Given the reactants [OH:1][CH2:2][C:3]1([C:10]([O:12][CH2:13][CH3:14])=[O:11])[CH2:8][CH2:7][C:6](=[O:9])[CH2:5][CH2:4]1.N1C=CC=CC=1.[F:21][C:22]([F:35])([F:34])[S:23](O[S:23]([C:22]([F:35])([F:34])[F:21])(=[O:25])=[O:24])(=[O:25])=[O:24], predict the reaction product. (2) The product is: [F:1][C@H:2]1[C@@H:7]([NH2:8])[CH2:6][CH2:5][N:4]([C:19]2[CH:20]=[CH:21][CH:22]=[C:23]3[C:28]=2[N:27]=[C:26]([C:29]2[N:33]4[CH:34]=[CH:35][C:36]([O:38][CH2:39][CH2:40][O:41][CH3:42])=[CH:37][C:32]4=[N:31][CH:30]=2)[CH:25]=[CH:24]3)[CH2:3]1. Given the reactants [F:1][C@H:2]1[C@@H:7]([NH:8]C(=O)OCC2C=CC=CC=2)[CH2:6][CH2:5][N:4]([C:19]2[CH:20]=[CH:21][CH:22]=[C:23]3[C:28]=2[N:27]=[C:26]([C:29]2[N:33]4[CH:34]=[CH:35][C:36]([O:38][CH2:39][CH2:40][O:41][CH3:42])=[CH:37][C:32]4=[N:31][CH:30]=2)[CH:25]=[CH:24]3)[CH2:3]1.CCO.Cl, predict the reaction product.